Dataset: Reaction yield outcomes from USPTO patents with 853,638 reactions. Task: Predict the reaction yield, written as a fraction of the theoretical maximum amount of product (1.0 means a 100% yield; for example, 0.34 means a 34% yield). (1) The reactants are C([O:3][C:4]([CH:6]1[CH2:11][CH2:10][CH:9]([NH:12][C:13]2[N:18]=[C:17]([N:19]3[C:23]4[CH:24]=[CH:25][CH:26]=[C:27]([I:28])[C:22]=4[N:21]=[N:20]3)[CH:16]=[CH:15][N:14]=2)[CH2:8][CH2:7]1)=[O:5])C.O[Li].O.C(O)(=O)CC(CC(O)=O)(C(O)=O)O. The catalyst is C1COCC1.CCO.O. The product is [I:28][C:27]1[C:22]2[N:21]=[N:20][N:19]([C:17]3[CH:16]=[CH:15][N:14]=[C:13]([NH:12][CH:9]4[CH2:8][CH2:7][CH:6]([C:4]([OH:5])=[O:3])[CH2:11][CH2:10]4)[N:18]=3)[C:23]=2[CH:24]=[CH:25][CH:26]=1. The yield is 0.870. (2) The reactants are C(O[C:6](=O)[NH:7][C:8]1[CH:13]=[CH:12][C:11]([C:14](=[O:30])[NH:15][CH2:16][C:17]2[S:18][C:19]([O:22][C:23]3[CH:28]=[CH:27][CH:26]=[C:25]([F:29])[CH:24]=3)=[CH:20][CH:21]=2)=[CH:10][N:9]=1)(C)(C)C.NC1N=C(N)C=CC=1C(NCC1SC(CC2SC3C=CC=CC=3C=2)=CC=1)=O.[CH3:59][O:60][CH2:61]CBr.[H-].[Na+].Cl. The catalyst is CS(C)=O.C(OCC)(=O)C.O. The product is [F:29][C:25]1[CH:24]=[C:23]([CH:28]=[CH:27][CH:26]=1)[O:22][C:19]1[S:18][C:17]([CH2:16][NH:15][C:14](=[O:30])[C:11]2[CH:12]=[CH:13][C:8]([NH:7][CH2:6][CH2:59][O:60][CH3:61])=[N:9][CH:10]=2)=[CH:21][CH:20]=1. The yield is 0.428. (3) The reactants are [CH:1]1([N:4]2[CH:8]=[N:7][N:6]=[C:5]2[C:9]2[N:14]=[C:13]([NH:15]C(=O)OCC3C=CC=CC=3)[CH:12]=[CH:11][CH:10]=2)[CH2:3][CH2:2]1. The catalyst is [Pd]. The product is [CH:1]1([N:4]2[CH:8]=[N:7][N:6]=[C:5]2[C:9]2[N:14]=[C:13]([NH2:15])[CH:12]=[CH:11][CH:10]=2)[CH2:3][CH2:2]1. The yield is 0.950. (4) The reactants are [CH3:1][S:2]([C:5]1[CH:10]=[CH:9][C:8]([CH:11]2[CH2:20][CH2:19][C:18]3[C:13](=[CH:14][CH:15]=[C:16]([O:21][CH3:22])[CH:17]=3)[C:12]2=O)=[CH:7][CH:6]=1)(=[O:4])=[O:3].P(Br)(Br)[Br:25]. The catalyst is C1COCC1. The product is [Br:25][C:12]1[C:13]2[C:18](=[CH:17][C:16]([O:21][CH3:22])=[CH:15][CH:14]=2)[CH2:19][CH2:20][C:11]=1[C:8]1[CH:9]=[CH:10][C:5]([S:2]([CH3:1])(=[O:4])=[O:3])=[CH:6][CH:7]=1. The yield is 0.740. (5) The reactants are Br.Br[C:3]1[C:12]2[CH2:11][CH2:10][NH:9][CH2:8][C:7]=2[N:6]=[CH:5][CH:4]=1.[CH3:13][O:14][C:15]1[CH:20]=[C:19]([C:21]([F:24])([F:23])[F:22])[CH:18]=[CH:17][C:16]=1B(O)O.C(=O)([O-])[O-].[Cs+].[Cs+].O1CCOCC1. The catalyst is C(Cl)Cl.ClCCl.[Pd+2].ClC1C=C[C-](P(C2C=CC=CC=2)C2C=CC=CC=2)C=1Cl.[C-]1(P(C2C=CC=CC=2)C2C=CC=CC=2)C=CC=C1.[Fe+2].O. The product is [CH3:13][O:14][C:15]1[CH:20]=[C:19]([C:21]([F:22])([F:23])[F:24])[CH:18]=[CH:17][C:16]=1[C:3]1[C:12]2[CH2:11][CH2:10][NH:9][CH2:8][C:7]=2[N:6]=[CH:5][CH:4]=1. The yield is 0.668. (6) The reactants are [C:1](=[NH:21])([O:3][CH2:4][CH2:5][C:6]1[CH:11]=[CH:10][C:9]([O:12][C:13]2[CH:18]=[CH:17][C:16]([CH3:19])=[C:15]([Cl:20])[CH:14]=2)=[CH:8][CH:7]=1)[NH2:2].[CH:22]([CH:24]([CH2:29][C:30]1[CH:31]=[N:32][CH:33]=[N:34][CH:35]=1)[C:25](OC)=O)=[O:23].C([O-])([O-])=O.[K+].[K+]. The catalyst is CN1C(=O)CCC1. The product is [Cl:20][C:15]1[CH:14]=[C:13]([O:12][C:9]2[CH:8]=[CH:7][C:6]([CH2:5][CH2:4][O:3][C:1]3[NH:2][CH:25]=[C:24]([CH2:29][C:30]4[CH:35]=[N:34][CH:33]=[N:32][CH:31]=4)[C:22](=[O:23])[N:21]=3)=[CH:11][CH:10]=2)[CH:18]=[CH:17][C:16]=1[CH3:19]. The yield is 0.0683. (7) The reactants are [OH:1][C:2]1[CH:9]=[CH:8][C:5]([CH:6]=[O:7])=[CH:4][CH:3]=1.Cl[CH2:11][CH2:12][C:13]([CH3:16])([CH3:15])[CH3:14].[I-].[Na+].C(=O)([O-])[O-].[Cs+].[Cs+]. The catalyst is CN(C)C=O. The yield is 0.780. The product is [CH3:14][C:13]([CH3:16])([CH3:15])[CH2:12][CH2:11][O:1][C:2]1[CH:9]=[CH:8][C:5]([CH:6]=[O:7])=[CH:4][CH:3]=1. (8) The yield is 0.600. The product is [F:27][C:11]1[CH:10]=[C:9]([C:4]2[C:3]([C:1]#[N:2])=[CH:8][CH:7]=[CH:6][CH:5]=2)[CH:14]=[CH:13][C:12]=1[CH2:15][C:16]1[C:17](=[O:18])[N:34]([CH:30]2[CH2:31][CH2:32][CH2:33][O:28][CH2:29]2)[C:35]2[N:36]([N:37]=[CH:38][N:39]=2)[C:22]=1[CH2:23][CH2:24][CH3:25]. No catalyst specified. The reactants are [C:1]([C:3]1[CH:8]=[CH:7][CH:6]=[CH:5][C:4]=1[C:9]1[CH:14]=[CH:13][C:12]([CH2:15][CH:16]([C:22](=O)[CH2:23][CH2:24][CH3:25])[C:17](OCC)=[O:18])=[C:11]([F:27])[CH:10]=1)#[N:2].[O:28]1[CH2:33][CH2:32][CH2:31][CH:30]([NH:34][C:35]2[NH:39][CH:38]=[N:37][N:36]=2)[CH2:29]1. (9) The reactants are [CH2:1]([NH:4][C:5]1[N:10]=[C:9]([NH:11][CH2:12][CH2:13][CH3:14])[N:8]=[C:7]([N:15]([CH3:18])[O:16][CH3:17])[N:6]=1)[CH2:2][CH3:3].Cl.[CH:20]1(CONC)[CH2:22][CH2:21]1. No catalyst specified. The product is [CH2:1]([NH:4][C:5]1[N:10]=[C:9]([NH:11][CH2:12][CH2:13][CH3:14])[N:8]=[C:7]([N:15]([CH3:18])[O:16][CH2:17][CH:20]2[CH2:22][CH2:21]2)[N:6]=1)[CH2:2][CH3:3]. The yield is 0.990. (10) The reactants are [CH3:1][C:2]1[C:11]([N+:12]([O-:14])=[O:13])=[CH:10][CH:9]=[CH:8][C:3]=1[C:4]([O:6][CH3:7])=[O:5].[Br:15]N1C(=O)CCC1=O. The catalyst is C(Cl)(Cl)(Cl)Cl. The product is [Br:15][CH2:1][C:2]1[C:11]([N+:12]([O-:14])=[O:13])=[CH:10][CH:9]=[CH:8][C:3]=1[C:4]([O:6][CH3:7])=[O:5]. The yield is 0.930.